This data is from NCI-60 drug combinations with 297,098 pairs across 59 cell lines. The task is: Regression. Given two drug SMILES strings and cell line genomic features, predict the synergy score measuring deviation from expected non-interaction effect. Drug 1: CC1=C(C=C(C=C1)NC2=NC=CC(=N2)N(C)C3=CC4=NN(C(=C4C=C3)C)C)S(=O)(=O)N.Cl. Drug 2: COCCOC1=C(C=C2C(=C1)C(=NC=N2)NC3=CC=CC(=C3)C#C)OCCOC.Cl. Cell line: M14. Synergy scores: CSS=7.40, Synergy_ZIP=2.09, Synergy_Bliss=10.8, Synergy_Loewe=6.86, Synergy_HSA=7.36.